From a dataset of Choline transporter screen with 302,306 compounds. Binary Classification. Given a drug SMILES string, predict its activity (active/inactive) in a high-throughput screening assay against a specified biological target. The compound is Fc1ccc(COc2cc(ccc2)/C=N\NC(=O)N)cc1. The result is 0 (inactive).